Task: Predict the product of the given reaction.. Dataset: Forward reaction prediction with 1.9M reactions from USPTO patents (1976-2016) (1) Given the reactants [F:1][C:2]1[CH:3]=[CH:4][C:5]([N+:22]([O-])=O)=[C:6]([C:8]2[N:9]=[C:10]([CH2:13][NH:14][C:15](=[O:21])[O:16][C:17]([CH3:20])([CH3:19])[CH3:18])[S:11][CH:12]=2)[CH:7]=1, predict the reaction product. The product is: [NH2:22][C:5]1[CH:4]=[CH:3][C:2]([F:1])=[CH:7][C:6]=1[C:8]1[N:9]=[C:10]([CH2:13][NH:14][C:15](=[O:21])[O:16][C:17]([CH3:19])([CH3:18])[CH3:20])[S:11][CH:12]=1. (2) Given the reactants [F:1][C:2]([F:28])([F:27])[C:3]1[CH:8]=[C:7]([C:9]2[O:13][C:12]([C:14]3[CH:19]=[CH:18][C:17]([NH2:20])=[CH:16][CH:15]=3)=[N:11][N:10]=2)[CH:6]=[CH:5][C:4]=1[C:21]1[CH:26]=[CH:25][CH:24]=[CH:23][CH:22]=1.CN1CCOCC1.[C:36]1(=[O:42])[O:41][C:39](=[O:40])[CH2:38][CH2:37]1, predict the reaction product. The product is: [F:28][C:2]([F:1])([F:27])[C:3]1[CH:8]=[C:7]([C:9]2[O:13][C:12]([C:14]3[CH:15]=[CH:16][C:17]([NH:20][C:36](=[O:42])[CH2:37][CH2:38][C:39]([OH:41])=[O:40])=[CH:18][CH:19]=3)=[N:11][N:10]=2)[CH:6]=[CH:5][C:4]=1[C:21]1[CH:26]=[CH:25][CH:24]=[CH:23][CH:22]=1. (3) Given the reactants [CH2:1]([N:3]([C:31](=O)[C:32]1[CH:37]=[CH:36][C:35]([OH:38])=[CH:34][CH:33]=1)[C:4]1[CH:9]=[C:8]([O:10][CH3:11])[C:7]([O:12][CH3:13])=[CH:6][C:5]=1[C@@H:14]1[CH2:23][CH2:22][C:21]2[CH:20]=[C:19]([O:24]C(=O)C(C)(C)C)[CH:18]=[CH:17][C:16]=2[CH2:15]1)[CH3:2].Cl[CH2:41][C:42]([N:44]([CH3:51])[CH2:45][C@H:46]1[CH2:50][CH2:49][CH2:48][O:47]1)=O, predict the reaction product. The product is: [CH2:1]([N:3]([CH2:31][C:32]1[CH:37]=[CH:36][C:35]([O:38][CH2:41][CH2:42][N:44]([CH3:51])[CH2:45][C@H:46]2[CH2:50][CH2:49][CH2:48][O:47]2)=[CH:34][CH:33]=1)[C:4]1[CH:9]=[C:8]([O:10][CH3:11])[C:7]([O:12][CH3:13])=[CH:6][C:5]=1[C@@H:14]1[CH2:23][CH2:22][C:21]2[CH:20]=[C:19]([OH:24])[CH:18]=[CH:17][C:16]=2[CH2:15]1)[CH3:2]. (4) Given the reactants [CH3:1][O:2][CH2:3][O:4][CH:5]1[C:9]2[NH:10][N:11]=[C:12]([C:13]([O:15][CH2:16][CH3:17])=[O:14])[C:8]=2[C@H:7]2[CH2:18][C@@H:6]12.CC(C)([O-])C.[K+].CC1CCCO1.Br[CH2:32][C:33]([O:35][CH3:36])=[O:34], predict the reaction product. The product is: [CH3:36][O:35][C:33](=[O:34])[CH2:32][N:10]1[C:9]2[CH:5]([O:4][CH2:3][O:2][CH3:1])[C@@H:6]3[CH2:18][C@@H:7]3[C:8]=2[C:12]([C:13]([O:15][CH2:16][CH3:17])=[O:14])=[N:11]1. (5) The product is: [CH3:31][N:28]1[CH2:29][CH2:30][N:25]([C:21]2[C:19]3[CH2:20][C@H:15]([NH:14][C:5](=[O:7])[C:4]4[CH:8]=[CH:9][C:10]([O:12][CH3:13])=[CH:11][C:3]=4[O:2][CH3:1])[CH2:16][O:17][C:18]=3[CH:24]=[CH:23][CH:22]=2)[CH2:26][CH2:27]1. Given the reactants [CH3:1][O:2][C:3]1[CH:11]=[C:10]([O:12][CH3:13])[CH:9]=[CH:8][C:4]=1[C:5]([OH:7])=O.[NH2:14][C@H:15]1[CH2:20][C:19]2[C:21]([N:25]3[CH2:30][CH2:29][N:28]([CH3:31])[CH2:27][CH2:26]3)=[CH:22][CH:23]=[CH:24][C:18]=2[O:17][CH2:16]1.C(N(CC)CC)C, predict the reaction product. (6) Given the reactants [C:1](Cl)(=[O:3])[CH3:2].[N:5]1([C@H:11]2[CH2:14][C@H:13]([O:15][C:16]3[CH:21]=[CH:20][C:19]([C:22]4[S:23][C:24]5[CH2:29][CH2:28][CH2:27][NH:26][C:25]=5[N:30]=4)=[CH:18][CH:17]=3)[CH2:12]2)[CH2:10][CH2:9][CH2:8][CH2:7][CH2:6]1.C(N(CC)CC)C, predict the reaction product. The product is: [C:1]([N:26]1[CH2:27][CH2:28][CH2:29][C:24]2[S:23][C:22]([C:19]3[CH:18]=[CH:17][C:16]([O:15][C@H:13]4[CH2:14][C@H:11]([N:5]5[CH2:10][CH2:9][CH2:8][CH2:7][CH2:6]5)[CH2:12]4)=[CH:21][CH:20]=3)=[N:30][C:25]1=2)(=[O:3])[CH3:2]. (7) Given the reactants [Cl:1][C:2]1[CH:3]=[C:4]2[C:9](=[C:10]([C:12]3[CH:17]=[CH:16][C:15]([O:18][CH3:19])=[C:14]([CH3:20])[CH:13]=3)[CH:11]=1)[O:8][CH:7]([C:21]([F:24])([F:23])[F:22])[C:6]([C:25]([OH:27])=[O:26])=[CH:5]2.[OH-].[Na+:29], predict the reaction product. The product is: [Cl:1][C:2]1[CH:3]=[C:4]2[C:9](=[C:10]([C:12]3[CH:17]=[CH:16][C:15]([O:18][CH3:19])=[C:14]([CH3:20])[CH:13]=3)[CH:11]=1)[O:8][CH:7]([C:21]([F:24])([F:22])[F:23])[C:6]([C:25]([O-:27])=[O:26])=[CH:5]2.[Na+:29].